From a dataset of CYP2C19 inhibition data for predicting drug metabolism from PubChem BioAssay. Regression/Classification. Given a drug SMILES string, predict its absorption, distribution, metabolism, or excretion properties. Task type varies by dataset: regression for continuous measurements (e.g., permeability, clearance, half-life) or binary classification for categorical outcomes (e.g., BBB penetration, CYP inhibition). Dataset: cyp2c19_veith. (1) The result is 1 (inhibitor). The drug is CCOc1ccc(N(CCC#N)S(=O)(=O)c2ccc(OC)cc2)cc1. (2) The molecule is C[N+]1(CCC[N+]2(C)C[C@@H]3[C@@H]4C=C[C@@H](CC4)[C@H]3C2)CCOCC1. The result is 0 (non-inhibitor). (3) The compound is COc1ccc2[nH]cc(CCNC(C)=O)c2c1. The result is 0 (non-inhibitor). (4) The compound is CCOC(=O)c1cnn(CCOC(=O)C(C)(C)C)c1NC(=O)C(C)(C)C. The result is 1 (inhibitor). (5) The drug is O=C(c1cc(C(F)(F)F)cc(C(F)(F)F)c1)N1CCC2(CCN(Cc3ccncc3)CC2)CC1. The result is 0 (non-inhibitor). (6) The molecule is COc1cc(/C=C(/C#N)c2nc3ccccc3[nH]2)ccc1OCC(=O)Nc1ccccc1C. The result is 1 (inhibitor). (7) The result is 1 (inhibitor). The molecule is Cc1ccc(C(=O)CNc2nc3c(c(=O)[nH]c(=O)n3C)n2Cc2ccccc2)cc1. (8) The compound is Cc1noc(C)c1-c1nc(NCc2ccccc2)c2ccccc2n1. The result is 1 (inhibitor).